From a dataset of Catalyst prediction with 721,799 reactions and 888 catalyst types from USPTO. Predict which catalyst facilitates the given reaction. (1) Reactant: [CH3:1][C:2]1([CH3:47])[C:4]2([CH2:7][CH2:6][CH2:5]2)[C@:3]21[CH2:11][C@@H:10]([C:12](=[O:31])[NH:13][C@:14]1([C:19](=[O:30])[NH:20][S:21]([C:24]3([CH2:27][CH2:28][CH3:29])[CH2:26][CH2:25]3)(=[O:23])=[O:22])[CH2:16][C@@H:15]1[CH2:17][CH3:18])[N:9]([C:32]([C@@H:34]([NH:39]C(=O)OC(C)(C)C)[C:35]([CH3:38])([CH3:37])[CH3:36])=[O:33])[CH2:8]2.Cl. Product: [NH2:39][C@@H:34]([C:35]([CH3:37])([CH3:36])[CH3:38])[C:32]([N:9]1[C@H:10]([C:12]([NH:13][C@:14]2([C:19](=[O:30])[NH:20][S:21]([C:24]3([CH2:27][CH2:28][CH3:29])[CH2:26][CH2:25]3)(=[O:23])=[O:22])[CH2:16][C@@H:15]2[CH2:17][CH3:18])=[O:31])[CH2:11][C@:3]2([C:2]([CH3:47])([CH3:1])[C:4]32[CH2:7][CH2:6][CH2:5]3)[CH2:8]1)=[O:33]. The catalyst class is: 12. (2) Reactant: [Cl:1][C:2]1[C:3]([F:19])=[N:4][C:5]([F:18])=[C:6]([Cl:17])[C:7]=1[O:8][C:9]1[CH:14]=[CH:13][C:12]([O:15][CH3:16])=[CH:11][CH:10]=1.Cl[S:21]([OH:24])(=[O:23])=[O:22]. Product: [Cl:1][C:2]1[C:3]([F:19])=[N:4][C:5]([F:18])=[C:6]([Cl:17])[C:7]=1[O:8][C:9]1[CH:14]=[CH:13][C:12]([O:15][CH3:16])=[C:11]([S:21]([OH:24])(=[O:23])=[O:22])[CH:10]=1. The catalyst class is: 2. (3) Reactant: [CH3:1][NH:2][CH2:3][CH2:4][CH3:5].[CH3:6][O:7][C:8](=[O:20])[C:9]1[CH:14]=[C:13]([S:15]([CH3:18])(=[O:17])=[O:16])[N:12]=[C:11](Cl)[CH:10]=1.C1(P(C2C=CC=CC=2)C2C=CC3C(=CC=CC=3)C=2C2C3C(=CC=CC=3)C=CC=2P(C2C=CC=CC=2)C2C=CC=CC=2)C=CC=CC=1.C(=O)([O-])[O-].[Cs+].[Cs+]. Product: [CH3:6][O:7][C:8](=[O:20])[C:9]1[CH:10]=[C:11]([N:2]([CH3:1])[CH2:3][CH2:4][CH3:5])[N:12]=[C:13]([S:15]([CH3:18])(=[O:17])=[O:16])[CH:14]=1. The catalyst class is: 164.